Dataset: Reaction yield outcomes from USPTO patents with 853,638 reactions. Task: Predict the reaction yield, written as a fraction of the theoretical maximum amount of product (1.0 means a 100% yield; for example, 0.34 means a 34% yield). (1) The reactants are [NH2:1][C:2](=[O:22])[CH2:3][NH:4]/[C:5](/[C:12]1[CH:17]=[CH:16][CH:15]=[CH:14][C:13]=1[O:18][CH2:19][CH2:20][OH:21])=[CH:6]\[C:7]([O:9]CC)=O.C[Si]([N:27]=[C:28]=[S:29])(C)C.O. The catalyst is O1CCCC1. The product is [OH:21][CH2:20][CH2:19][O:18][C:13]1[CH:14]=[CH:15][CH:16]=[CH:17][C:12]=1[C:5]1[N:4]([CH2:3][C:2]([NH2:1])=[O:22])[C:28](=[S:29])[NH:27][C:7](=[O:9])[CH:6]=1. The yield is 0.317. (2) The reactants are [N:1]1[C:10]2[C:9](=O)[CH2:8][CH2:7][CH2:6][C:5]=2[CH:4]=[CH:3][CH:2]=1.[CH3:12][C@@H:13]([NH2:20])[C:14]1[CH:19]=[CH:18][CH:17]=[CH:16][CH:15]=1. The catalyst is CO.C[C@@H](N)C1C=CC=CC=1. The product is [N:1]1[C:10]2[C:9](=[N:20][C@@H:13]([C:14]3[CH:19]=[CH:18][CH:17]=[CH:16][CH:15]=3)[CH3:12])[CH2:8][CH2:7][CH2:6][C:5]=2[CH:4]=[CH:3][CH:2]=1. The yield is 0.950. (3) The product is [ClH:41].[NH2:29][C:26]1[CH:25]=[CH:24][C:23]([CH2:22][CH2:21][O:20][C:17]2[CH:18]=[CH:19][C:14]([CH2:13][C@H:12]([O:37][CH2:38][CH3:39])[C:11]([OH:40])=[O:10])=[CH:15][CH:16]=2)=[CH:28][CH:27]=1. The reactants are FC(F)(F)C(O)=O.C([O:10][C:11](=[O:40])[C@@H:12]([O:37][CH2:38][CH3:39])[CH2:13][C:14]1[CH:19]=[CH:18][C:17]([O:20][CH2:21][CH2:22][C:23]2[CH:28]=[CH:27][C:26]([NH:29]C(OC(C)(C)C)=O)=[CH:25][CH:24]=2)=[CH:16][CH:15]=1)C.[Cl:41]CCl. The yield is 0.965. No catalyst specified. (4) The reactants are [N:1]1[CH:6]=[CH:5][CH:4]=[CH:3][C:2]=1[C:7]1([OH:15])[CH2:13][CH:12]2[NH:14][CH:9]([CH2:10][CH2:11]2)[CH2:8]1.[CH3:16][O:17][C:18]1[C:23]2[O:24][C@H:25]([CH2:28]OS(C3C=CC(C)=CC=3)(=O)=O)[CH2:26][O:27][C:22]=2[CH:21]=[CH:20][CH:19]=1. No catalyst specified. The product is [CH3:16][O:17][C:18]1[C:23]2[O:24][C@@H:25]([CH2:28][N:14]3[CH:12]4[CH2:11][CH2:10][CH:9]3[CH2:8][C:7]([C:2]3[CH:3]=[CH:4][CH:5]=[CH:6][N:1]=3)([OH:15])[CH2:13]4)[CH2:26][O:27][C:22]=2[CH:21]=[CH:20][CH:19]=1. The yield is 0.700.